From a dataset of Full USPTO retrosynthesis dataset with 1.9M reactions from patents (1976-2016). Predict the reactants needed to synthesize the given product. (1) Given the product [CH3:34][O:33][C:29]1[CH:28]=[C:5]([CH:4]=[C:3]([O:2][CH3:1])[C:30]=1[O:31][CH3:32])[C:6]([N:8]1[CH2:12][CH2:11][C:10]([CH2:13][CH2:14][N:52]2[CH2:53][CH2:54][CH2:55][N:49]([C:41]3[N:40]([CH2:39][CH2:38][O:37][CH2:35][CH3:36])[C:44]4[CH:45]=[CH:46][CH:47]=[CH:48][C:43]=4[N:42]=3)[CH2:50][CH2:51]2)([C:20]2[CH:21]=[CH:22][C:23]([O:26][CH3:27])=[CH:24][CH:25]=2)[CH2:9]1)=[O:7], predict the reactants needed to synthesize it. The reactants are: [CH3:1][O:2][C:3]1[CH:4]=[C:5]([CH:28]=[C:29]([O:33][CH3:34])[C:30]=1[O:31][CH3:32])[C:6]([N:8]1[CH2:12][CH2:11][C:10]([C:20]2[CH:25]=[CH:24][C:23]([O:26][CH3:27])=[CH:22][CH:21]=2)([CH2:13][CH2:14]OS(C)(=O)=O)[CH2:9]1)=[O:7].[CH2:35]([O:37][CH2:38][CH2:39][N:40]1[C:44]2[CH:45]=[CH:46][CH:47]=[CH:48][C:43]=2[N:42]=[C:41]1[N:49]1[CH2:55][CH2:54][CH2:53][NH:52][CH2:51][CH2:50]1)[CH3:36].C(N(CC)C(C)C)(C)C.C(OCC)(=O)C. (2) The reactants are: [H-].[Al+3].[Li+].[H-].[H-].[H-].[C:7]([O:11][C:12](=[O:47])[CH2:13][CH:14]([NH:21][S:22]([C:25]1[CH:30]=[CH:29][C:28]([C:31](=[O:33])[NH2:32])=[CH:27][C:26]=1[O:34][CH2:35][CH2:36][C:37]1[CH:46]=[CH:45][CH:44]=[C:43]2[C:38]=1[CH:39]=[CH:40][CH:41]=[N:42]2)(=[O:24])=[O:23])[C:15](N(OC)C)=[O:16])([CH3:10])([CH3:9])[CH3:8]. Given the product [C:7]([O:11][C:12](=[O:47])[CH2:13][C@H:14]([NH:21][S:22]([C:25]1[CH:30]=[CH:29][C:28]([C:31](=[O:33])[NH2:32])=[CH:27][C:26]=1[O:34][CH2:35][CH2:36][C:37]1[CH:46]=[CH:45][CH:44]=[C:43]2[C:38]=1[CH:39]=[CH:40][CH:41]=[N:42]2)(=[O:24])=[O:23])[CH:15]=[O:16])([CH3:10])([CH3:8])[CH3:9], predict the reactants needed to synthesize it. (3) The reactants are: C([N:8]1[CH2:12][CH2:11][C:10]([C:20]2[CH:21]=[C:22]3[C:26](=[CH:27][CH:28]=2)[NH:25][CH:24]=[CH:23]3)([CH2:13][C:14]2[CH:19]=[CH:18][CH:17]=[CH:16][CH:15]=2)[CH2:9]1)C1C=CC=CC=1. Given the product [CH2:13]([C:10]1([C:20]2[CH:21]=[C:22]3[C:26](=[CH:27][CH:28]=2)[NH:25][CH:24]=[CH:23]3)[CH2:11][CH2:12][NH:8][CH2:9]1)[C:14]1[CH:19]=[CH:18][CH:17]=[CH:16][CH:15]=1, predict the reactants needed to synthesize it.